This data is from Forward reaction prediction with 1.9M reactions from USPTO patents (1976-2016). The task is: Predict the product of the given reaction. (1) Given the reactants C[Al](C)C.CCCCCC.[NH2:11][CH2:12][CH2:13][CH2:14][NH2:15].[Cl:16][C:17]1[N:22]=[CH:21][C:20]([CH2:23][C:24](OCC)=O)=[CH:19][CH:18]=1.C(Cl)(Cl)Cl, predict the reaction product. The product is: [Cl:16][C:17]1[N:22]=[CH:21][C:20]([CH2:23][C:24]2[NH:11][CH2:12][CH2:13][CH2:14][N:15]=2)=[CH:19][CH:18]=1. (2) Given the reactants [C:1]([O:5][C:6](=[O:16])[NH:7][C@H:8]1[CH2:13][CH2:12][C@H:11]([CH:14]=O)[CH2:10][CH2:9]1)([CH3:4])([CH3:3])[CH3:2].[NH2:17][C:18]1[CH:23]=[CH:22][CH:21]=[CH:20][CH:19]=1.C(O[BH-](OC(=O)C)OC(=O)C)(=O)C.[Na+].[OH-].[Na+].CCCC(C)C, predict the reaction product. The product is: [C:1]([O:5][C:6](=[O:16])[NH:7][C@H:8]1[CH2:13][CH2:12][C@H:11]([CH2:14][NH:17][C:18]2[CH:23]=[CH:22][CH:21]=[CH:20][CH:19]=2)[CH2:10][CH2:9]1)([CH3:4])([CH3:3])[CH3:2]. (3) Given the reactants [OH-].[Na+].C[O:4][C:5](=[O:23])[CH2:6][CH2:7][CH2:8][CH2:9][CH2:10][CH2:11][C:12]1[O:13][CH:14]=[C:15]([C:17]2[CH:22]=[CH:21][CH:20]=[CH:19][CH:18]=2)[N:16]=1.Cl, predict the reaction product. The product is: [C:17]1([C:15]2[N:16]=[C:12]([CH2:11][CH2:10][CH2:9][CH2:8][CH2:7][CH2:6][C:5]([OH:23])=[O:4])[O:13][CH:14]=2)[CH:18]=[CH:19][CH:20]=[CH:21][CH:22]=1. (4) Given the reactants [Cl:1][C:2]1[CH:3]=[C:4]([NH:10][C@H:11]([C@@H:24]([OH:26])[CH3:25])[C:12]([NH:14][NH:15][C:16](=[O:23])[C:17]2[CH:22]=[CH:21][CH:20]=[CH:19][CH:18]=2)=O)[CH:5]=[CH:6][C:7]=1[C:8]#[N:9].CCN(P1(N(C)CCCN1C)=NC(C)(C)C)CC, predict the reaction product. The product is: [Cl:1][C:2]1[CH:3]=[C:4]([NH:10][C@@H:11]([C:12]2[O:23][C:16]([C:17]3[CH:22]=[CH:21][CH:20]=[CH:19][CH:18]=3)=[N:15][N:14]=2)[C@@H:24]([OH:26])[CH3:25])[CH:5]=[CH:6][C:7]=1[C:8]#[N:9]. (5) Given the reactants [CH3:1][C:2]1[CH:7]=[CH:6][CH:5]=[C:4]([CH3:8])[C:3]=1[NH:9][C:10](=[O:32])[CH2:11][N:12]1[CH2:17][CH2:16][N:15]([CH2:18][CH:19]([OH:31])[CH2:20][O:21][CH:22]2CC3C(=CC=CC=3)C2)[CH2:14][CH2:13]1.C(OC[C:39]1[CH:44]=[CH:43][CH:42]=[CH:41][CH:40]=1)C1OC1.O1CC1COC1CC2C(=CC=CC=2)C1, predict the reaction product. The product is: [CH3:8][C:4]1[CH:5]=[CH:6][CH:7]=[C:2]([CH3:1])[C:3]=1[NH:9][C:10](=[O:32])[CH2:11][N:12]1[CH2:17][CH2:16][N:15]([CH2:18][CH:19]([OH:31])[CH2:20][O:21][CH2:22][C:39]2[CH:44]=[CH:43][CH:42]=[CH:41][CH:40]=2)[CH2:14][CH2:13]1.